From a dataset of Forward reaction prediction with 1.9M reactions from USPTO patents (1976-2016). Predict the product of the given reaction. (1) The product is: [Cl:1][C:2]1[C:3]([CH3:18])=[C:4]([NH:10][C@H:11]([C@@H:15]([OH:17])[CH3:16])[C:12]([NH:20][CH2:21][C:22](=[O:23])[C:24]2[CH:29]=[CH:28][CH:27]=[CH:26][CH:25]=2)=[O:14])[CH:5]=[CH:6][C:7]=1[C:8]#[N:9]. Given the reactants [Cl:1][C:2]1[C:3]([CH3:18])=[C:4]([NH:10][C@H:11]([C@@H:15]([OH:17])[CH3:16])[C:12]([OH:14])=O)[CH:5]=[CH:6][C:7]=1[C:8]#[N:9].Cl.[NH2:20][CH2:21][C:22]([C:24]1[CH:29]=[CH:28][CH:27]=[CH:26][CH:25]=1)=[O:23].ClC1C(CC)=C(N[C@H]([C@@H](O)C)C(NNC(=O)C2C=CC=CC=2)=O)C=CC=1C#N, predict the reaction product. (2) Given the reactants [N:1]1[CH:6]=[CH:5][CH:4]=[C:3]([C:7]2[C@:8]3([CH2:24][CH2:23][C@H:22]4[C@@H:13]([CH2:14][CH2:15][C:16]5[CH:17]=[C:18]([C:25]([O:27]C)=[O:26])[CH:19]=[CH:20][C:21]=54)[C@@H:10]3[CH2:11][CH:12]=2)[CH3:9])[CH:2]=1.[OH-].[Na+].C1COCC1.C(O)(=O)CC(CC(O)=O)(C(O)=O)O, predict the reaction product. The product is: [N:1]1[CH:6]=[CH:5][CH:4]=[C:3]([C:7]2[C@:8]3([CH2:24][CH2:23][C@H:22]4[C@@H:13]([CH2:14][CH2:15][C:16]5[CH:17]=[C:18]([C:25]([OH:27])=[O:26])[CH:19]=[CH:20][C:21]=54)[C@@H:10]3[CH2:11][CH:12]=2)[CH3:9])[CH:2]=1. (3) The product is: [CH3:1][N:2]([CH3:27])[C:3]([C:5]1[N:6]=[C:7]([C:15]2[CH:16]=[N:17][C:18]([NH:21][C:22]([NH:24][CH2:25][CH3:26])=[O:23])=[CH:19][CH:20]=2)[S:8][C:9]=1[C:10]([OH:12])=[O:11])=[O:4]. Given the reactants [CH3:1][N:2]([CH3:27])[C:3]([C:5]1[N:6]=[C:7]([C:15]2[CH:16]=[N:17][C:18]([NH:21][C:22]([NH:24][CH2:25][CH3:26])=[O:23])=[CH:19][CH:20]=2)[S:8][C:9]=1[C:10]([O:12]CC)=[O:11])=[O:4].[OH-].[Li+], predict the reaction product.